From a dataset of Catalyst prediction with 721,799 reactions and 888 catalyst types from USPTO. Predict which catalyst facilitates the given reaction. (1) Reactant: C([O:3][C:4]([C:6]1[N:7]=[CH:8][N:9]([C:11]2[CH:16]=[CH:15][CH:14]=[C:13]([Br:17])[CH:12]=2)[CH:10]=1)=[O:5])C.[OH-].[Na+]. Product: [Br:17][C:13]1[CH:12]=[C:11]([N:9]2[CH:10]=[C:6]([C:4]([OH:5])=[O:3])[N:7]=[CH:8]2)[CH:16]=[CH:15][CH:14]=1. The catalyst class is: 5. (2) Reactant: [CH2:1](N(CC)CC)C.[O:8]1[C:12]([C:13]2[CH:18]=[CH:17][C:16]([NH:19][C:20]3[N:21]=[C:22]([N:30]([C:34]4[CH:39]=[CH:38][CH:37]=[CH:36][CH:35]=4)[CH2:31][CH2:32][OH:33])[C:23]4[CH2:29][NH:28][CH2:27][CH2:26][C:24]=4[N:25]=3)=[CH:15][CH:14]=2)=[CH:11][N:10]=[CH:9]1.CI. Product: [CH3:1][N:28]1[CH2:27][CH2:26][C:24]2[N:25]=[C:20]([NH:19][C:16]3[CH:17]=[CH:18][C:13]([C:12]4[O:8][CH:9]=[N:10][CH:11]=4)=[CH:14][CH:15]=3)[N:21]=[C:22]([N:30]([C:34]3[CH:35]=[CH:36][CH:37]=[CH:38][CH:39]=3)[CH2:31][CH2:32][OH:33])[C:23]=2[CH2:29]1. The catalyst class is: 3. (3) Reactant: [O:1]=[C:2]1[CH:7]=[C:6]([C:8]2[CH:13]=[CH:12][CH:11]=[CH:10][CH:9]=2)[NH:5][C:4]([C:14]([OH:16])=[O:15])=[CH:3]1.C(=O)([O-])[O-].[K+].[K+].[CH2:23](Br)[C:24]1[CH:29]=[CH:28][CH:27]=[CH:26][CH:25]=1.O. Product: [CH2:23]([O:1][C:2]1[CH:7]=[C:6]([C:8]2[CH:13]=[CH:12][CH:11]=[CH:10][CH:9]=2)[N:5]=[C:4]([C:14]([O:16][CH2:6][C:8]2[CH:13]=[CH:12][CH:11]=[CH:10][CH:9]=2)=[O:15])[CH:3]=1)[C:24]1[CH:29]=[CH:28][CH:27]=[CH:26][CH:25]=1. The catalyst class is: 3. (4) Reactant: [NH:1]1[CH2:11][CH2:10][CH:4]([C:5]([O:7][CH2:8][CH3:9])=[O:6])[CH2:3][CH2:2]1.[CH3:12][C:13]([CH3:15])=O. Product: [CH:13]([N:1]1[CH2:2][CH2:3][CH:4]([C:5]([O:7][CH2:8][CH3:9])=[O:6])[CH2:10][CH2:11]1)([CH3:15])[CH3:12]. The catalyst class is: 63. (5) Reactant: [CH:1]1[C:18]2[C:17]3[C:12](=[CH:13][CH:14]=[CH:15][CH:16]=3)[C:11]3[C:6](=[CH:7][CH:8]=[CH:9][CH:10]=3)[C:5]=2[CH:4]=[CH:3][C:2]=1[N:19]1[C:31]2[CH:30]=[CH:29][CH:28]=[CH:27][C:26]=2[C:25]2[C:20]1=[CH:21][CH:22]=[CH:23][CH:24]=2.[Br:32]N1C(=O)CCC1=O. Product: [Br:32][C:28]1[CH:29]=[CH:30][C:31]2[N:19]([C:2]3[CH:3]=[CH:4][C:5]4[C:6]5[C:11](=[CH:10][CH:9]=[CH:8][CH:7]=5)[C:12]5[C:17](=[CH:16][CH:15]=[CH:14][CH:13]=5)[C:18]=4[CH:1]=3)[C:20]3[C:25]([C:26]=2[CH:27]=1)=[CH:24][CH:23]=[CH:22][CH:21]=3. The catalyst class is: 3. (6) Reactant: [Br:1][C:2]1[CH:3]=[C:4]([F:11])[C:5]([OH:10])=[C:6]([CH:9]=1)[CH:7]=[O:8].Br[CH2:13][CH2:14][CH:15]=[CH2:16].C(=O)([O-])[O-].[K+].[K+]. Product: [Br:1][C:2]1[CH:3]=[C:4]([F:11])[C:5]([O:10][CH2:16][CH2:15][CH:14]=[CH2:13])=[C:6]([CH:9]=1)[CH:7]=[O:8]. The catalyst class is: 31.